Task: Predict the product of the given reaction.. Dataset: Forward reaction prediction with 1.9M reactions from USPTO patents (1976-2016) Given the reactants [NH2:1][C:2]1[C:7]([C:8]([OH:10])=O)=[CH:6][C:5]([Cl:11])=[N:4][CH:3]=1.[CH3:12][NH2:13].[CH3:14][O:15][C:16]1[CH:23]=[C:22]([O:24][CH2:25][CH2:26][CH2:27][N:28]2[CH2:32][CH2:31][CH2:30][CH2:29]2)[CH:21]=[CH:20][C:17]=1[CH:18]=O, predict the reaction product. The product is: [Cl:11][C:5]1[N:4]=[CH:3][C:2]2[N:1]=[C:18]([C:17]3[CH:20]=[CH:21][C:22]([O:24][CH2:25][CH2:26][CH2:27][N:28]4[CH2:32][CH2:31][CH2:30][CH2:29]4)=[CH:23][C:16]=3[O:15][CH3:14])[N:13]([CH3:12])[C:8](=[O:10])[C:7]=2[CH:6]=1.